From a dataset of Reaction yield outcomes from USPTO patents with 853,638 reactions. Predict the reaction yield, written as a fraction of the theoretical maximum amount of product (1.0 means a 100% yield; for example, 0.34 means a 34% yield). (1) The product is [CH2:24]([O:14][C:9]1[C:10](=[O:13])[NH:11][CH:12]=[C:7]([C:3]2[CH:2]=[C:1]([C:16]3[CH:21]=[CH:20][CH:19]=[CH:18][CH:17]=3)[CH:6]=[CH:5][CH:4]=2)[C:8]=1[F:15])[C:25]1[CH:30]=[CH:29][CH:28]=[CH:27][CH:26]=1. The reactants are [C:1]1([C:16]2[CH:21]=[CH:20][CH:19]=[CH:18][CH:17]=2)[CH:6]=[CH:5][CH:4]=[C:3]([C:7]2[C:8]([F:15])=[C:9]([OH:14])[C:10](=[O:13])[NH:11][CH:12]=2)[CH:2]=1.[OH-].[Na+].[CH2:24](Br)[C:25]1[CH:30]=[CH:29][CH:28]=[CH:27][CH:26]=1. The catalyst is CO. The yield is 0.320. (2) The reactants are [H-].[Al+3].[Li+].[H-].[H-].[H-].[NH2:7][C:8]1[S:9][C:10]([S:13][CH:14]([CH3:20])[C:15](OCC)=[O:16])=[CH:11][N:12]=1.S([O-])([O-])(=O)=O.[Na+].[Na+].O. The catalyst is O1CCCC1. The product is [NH2:7][C:8]1[S:9][C:10]([S:13][CH:14]([CH3:20])[CH2:15][OH:16])=[CH:11][N:12]=1. The yield is 0.630. (3) The reactants are [H-].[Na+].[F:3][C:4]([F:8])([F:7])[CH2:5][OH:6].[Cl:9][C:10]1[CH:11]=[C:12]([NH:17][C:18]2[C:27]3[C:22](=[CH:23][C:24](F)=[C:25]([N+:28]([O-:30])=[O:29])[CH:26]=3)[N:21]=[CH:20][N:19]=2)[CH:13]=[CH:14][C:15]=1[F:16]. No catalyst specified. The product is [Cl:9][C:10]1[CH:11]=[C:12]([NH:17][C:18]2[C:27]3[C:22](=[CH:23][C:24]([O:6][CH2:5][C:4]([F:8])([F:7])[F:3])=[C:25]([N+:28]([O-:30])=[O:29])[CH:26]=3)[N:21]=[CH:20][N:19]=2)[CH:13]=[CH:14][C:15]=1[F:16]. The yield is 0.598. (4) The product is [CH3:20][N:18]1[CH:19]=[C:15]([CH2:14][N:11]2[CH2:12][CH2:13][N:8]([C:3]3[C:2]([C:29]4[CH:30]=[CH:31][C:26]([C:24]([O:23][CH3:22])=[O:25])=[CH:27][CH:28]=4)=[N:7][CH:6]=[CH:5][N:4]=3)[CH2:9][CH2:10]2)[C:16]([CH3:21])=[N:17]1. The yield is 0.260. The catalyst is [Pd](Cl)Cl.C1(P(CNCP(C2C=CC=CC=2)C2C=CC=CC=2)C2C=CC=CC=2)C=CC=CC=1.CO.C(O)C. The reactants are Cl[C:2]1[C:3]([N:8]2[CH2:13][CH2:12][N:11]([CH2:14][C:15]3[C:16]([CH3:21])=[N:17][N:18]([CH3:20])[CH:19]=3)[CH2:10][CH2:9]2)=[N:4][CH:5]=[CH:6][N:7]=1.[CH3:22][O:23][C:24]([C:26]1[CH:31]=[CH:30][C:29](B(O)O)=[CH:28][CH:27]=1)=[O:25].C(=O)([O-])[O-].[Na+].[Na+].Cl.CN1C(C)=C(CN2CCN(C3C(C4C=CC(C(OC)C)=CC=4)=NC=CN=3)CC2)C=N1. (5) The reactants are [Br:1][C:2]1[CH:3]=[C:4]2[C:9](=[C:10]([CH3:12])[CH:11]=1)[N:8]=[C:7]([C:13]1[CH:14]=[N:15][CH:16]=[CH:17][CH:18]=1)[N:6]=[C:5]2Cl.CN.C[CH2:23][N:24](CC)CC. The catalyst is CC(O)C. The product is [Br:1][C:2]1[CH:3]=[C:4]2[C:9](=[C:10]([CH3:12])[CH:11]=1)[N:8]=[C:7]([C:13]1[CH:14]=[N:15][CH:16]=[CH:17][CH:18]=1)[N:6]=[C:5]2[NH:24][CH3:23]. The yield is 0.634. (6) The catalyst is O1CCOCC1.ClCCl. The reactants are [Cl:1][C:2]1[C:7]([O:8][CH3:9])=[CH:6][C:5]([O:10][CH3:11])=[C:4]([Cl:12])[C:3]=1[C:13]1[CH:14]=[C:15]2[C:20](=[CH:21][CH:22]=1)[N:19]=[C:18]([NH:23][C@@H:24]1[CH2:29][CH2:28][CH2:27][CH2:26][C@@H:25]1[NH:30]C(=O)OC(C)(C)C)[N:17]=[CH:16]2.Cl. The product is [Cl:12][C:4]1[C:5]([O:10][CH3:11])=[CH:6][C:7]([O:8][CH3:9])=[C:2]([Cl:1])[C:3]=1[C:13]1[CH:14]=[C:15]2[C:20](=[CH:21][CH:22]=1)[N:19]=[C:18]([NH:23][C@@H:24]1[CH2:29][CH2:28][CH2:27][CH2:26][C@@H:25]1[NH2:30])[N:17]=[CH:16]2. The yield is 1.00. (7) The reactants are [O:1]([C:8]1[CH:27]=[CH:26][C:11]([O:12][C:13]2[CH:18]=[CH:17][N:16]=[CH:15][C:14]=2[C:19]2[CH:20]=[C:21]([CH:23]=[CH:24][CH:25]=2)[NH2:22])=[CH:10][CH:9]=1)[C:2]1[CH:7]=[CH:6][CH:5]=[CH:4][CH:3]=1.C(N(CC)CC)C.[C:35](Cl)(=[O:38])[CH:36]=[CH2:37]. The catalyst is CN1CCCC1=O.ClCCl. The product is [O:1]([C:8]1[CH:9]=[CH:10][C:11]([O:12][C:13]2[CH:18]=[CH:17][N:16]=[CH:15][C:14]=2[C:19]2[CH:20]=[C:21]([NH:22][C:35](=[O:38])[CH:36]=[CH2:37])[CH:23]=[CH:24][CH:25]=2)=[CH:26][CH:27]=1)[C:2]1[CH:7]=[CH:6][CH:5]=[CH:4][CH:3]=1. The yield is 0.350.